From a dataset of NCI-60 drug combinations with 297,098 pairs across 59 cell lines. Regression. Given two drug SMILES strings and cell line genomic features, predict the synergy score measuring deviation from expected non-interaction effect. (1) Drug 1: CC(C1=C(C=CC(=C1Cl)F)Cl)OC2=C(N=CC(=C2)C3=CN(N=C3)C4CCNCC4)N. Drug 2: CCC(=C(C1=CC=CC=C1)C2=CC=C(C=C2)OCCN(C)C)C3=CC=CC=C3.C(C(=O)O)C(CC(=O)O)(C(=O)O)O. Cell line: UACC-257. Synergy scores: CSS=0.00200, Synergy_ZIP=1.71, Synergy_Bliss=4.28, Synergy_Loewe=0.484, Synergy_HSA=0.960. (2) Cell line: NCI-H522. Drug 2: CC1=C(N=C(N=C1N)C(CC(=O)N)NCC(C(=O)N)N)C(=O)NC(C(C2=CN=CN2)OC3C(C(C(C(O3)CO)O)O)OC4C(C(C(C(O4)CO)O)OC(=O)N)O)C(=O)NC(C)C(C(C)C(=O)NC(C(C)O)C(=O)NCCC5=NC(=CS5)C6=NC(=CS6)C(=O)NCCC[S+](C)C)O. Synergy scores: CSS=29.3, Synergy_ZIP=-8.95, Synergy_Bliss=-1.02, Synergy_Loewe=-2.89, Synergy_HSA=0.00534. Drug 1: C1=NC2=C(N1)C(=S)N=C(N2)N. (3) Drug 1: CC12CCC3C(C1CCC2=O)CC(=C)C4=CC(=O)C=CC34C. Drug 2: C1=CC(=CC=C1C#N)C(C2=CC=C(C=C2)C#N)N3C=NC=N3. Cell line: SNB-19. Synergy scores: CSS=36.6, Synergy_ZIP=-0.770, Synergy_Bliss=-1.29, Synergy_Loewe=-0.279, Synergy_HSA=-0.877. (4) Drug 1: CNC(=O)C1=CC=CC=C1SC2=CC3=C(C=C2)C(=NN3)C=CC4=CC=CC=N4. Drug 2: CCC(=C(C1=CC=CC=C1)C2=CC=C(C=C2)OCCN(C)C)C3=CC=CC=C3.C(C(=O)O)C(CC(=O)O)(C(=O)O)O. Cell line: MOLT-4. Synergy scores: CSS=21.4, Synergy_ZIP=-5.88, Synergy_Bliss=5.22, Synergy_Loewe=-8.77, Synergy_HSA=5.08. (5) Drug 1: CC=C1C(=O)NC(C(=O)OC2CC(=O)NC(C(=O)NC(CSSCCC=C2)C(=O)N1)C(C)C)C(C)C. Drug 2: CN1C2=C(C=C(C=C2)N(CCCl)CCCl)N=C1CCCC(=O)O.Cl. Cell line: NCI-H322M. Synergy scores: CSS=27.1, Synergy_ZIP=-9.07, Synergy_Bliss=-2.25, Synergy_Loewe=-84.4, Synergy_HSA=-3.16. (6) Drug 1: CC1=C2C(C(=O)C3(C(CC4C(C3C(C(C2(C)C)(CC1OC(=O)C(C(C5=CC=CC=C5)NC(=O)OC(C)(C)C)O)O)OC(=O)C6=CC=CC=C6)(CO4)OC(=O)C)OC)C)OC. Drug 2: CC12CCC3C(C1CCC2=O)CC(=C)C4=CC(=O)C=CC34C. Cell line: CCRF-CEM. Synergy scores: CSS=85.1, Synergy_ZIP=8.83, Synergy_Bliss=9.38, Synergy_Loewe=-8.76, Synergy_HSA=9.93.